This data is from NCI-60 drug combinations with 297,098 pairs across 59 cell lines. The task is: Regression. Given two drug SMILES strings and cell line genomic features, predict the synergy score measuring deviation from expected non-interaction effect. Drug 1: CC1=C2C(C(=O)C3(C(CC4C(C3C(C(C2(C)C)(CC1OC(=O)C(C(C5=CC=CC=C5)NC(=O)C6=CC=CC=C6)O)O)OC(=O)C7=CC=CC=C7)(CO4)OC(=O)C)O)C)OC(=O)C. Drug 2: CC(C)(C#N)C1=CC=C(C=C1)N2C3=C4C=C(C=CC4=NC=C3N(C2=O)C)C5=CC6=CC=CC=C6N=C5. Cell line: SW-620. Synergy scores: CSS=64.6, Synergy_ZIP=1.18, Synergy_Bliss=-0.354, Synergy_Loewe=2.60, Synergy_HSA=5.35.